This data is from Experimentally validated miRNA-target interactions with 360,000+ pairs, plus equal number of negative samples. The task is: Binary Classification. Given a miRNA mature sequence and a target amino acid sequence, predict their likelihood of interaction. (1) The miRNA is hsa-miR-5191 with sequence AGGAUAGGAAGAAUGAAGUGCU. The protein sequence of the target gene is MEGGGGIPLETLKEESQSRHVLPASFEVNSLQKSNWGFLLTGLVGGTLVAVYAVATPFVTPALRKVCLPFVPATTKQIENVVKMLRCRRGSLVDIGSGDGRIVIAAAKKGFTAVGYELNPWLVWYSRYRAWREGVHGSAKFYISDLWKVTFSQYSNVVIFGVPQMMLQLEKKLERELEDDARVIACRFPFPHWTPDHVTGEGIDTVWAYDASTFRGREKRPCTSMHFQLPIQA. Result: 0 (no interaction). (2) The miRNA is hsa-miR-130b-5p with sequence ACUCUUUCCCUGUUGCACUAC. The protein sequence of the target gene is MGKGDPKKPRGKMSSYAFFVQTCREEHKKKHPDASVNFSEFSKKCSERWKTMSAKEKGKFEDMAKADKARYEREMKTYIPPKGETKKKFKDPNAPKRPPSAFFLFCSEYRPKIKGEHPGLSIGDVAKKLGEMWNNTAADDKQPYEKKAAKLKEKYEKDIAAYRAKGKPDAAKKGVVKAEKSKKKKEEEEDEEDEEDEEEEEDEEDEEEEEDDDDE. Result: 0 (no interaction). (3) The miRNA is hsa-miR-1537-3p with sequence AAAACCGUCUAGUUACAGUUGU. The protein sequence of the target gene is MGAQLSTLGHMVLFPVWFLYSLLMKLFQRSTPAITLESPDIKYPLRLIDREIISHDTRRFRFALPSPQHILGLPVGQHIYLSARIDGNLVVRPYTPISSDDDKGFVDLVIKVYFKDTHPKFPAGGKMSQYLESMQIGDTIEFRGPSGLLVYQGKGKFAIRPDKKSNPIIRTVKSVGMIAGGTGITPMLQVIRAIMKDPDDHTVCHLLFANQTEKDILLRPELEELRNKHSARFKLWYTLDRAPEAWDYGQGFVNEEMIRDHLPPPEEEPLVLMCGPPPMIQYACLPNLDHVGHPTERCFV.... Result: 0 (no interaction). (4) The miRNA is cel-miR-50-5p with sequence UGAUAUGUCUGGUAUUCUUGGGUU. The protein sequence of the target gene is MERKINRREKEKEYEGKHNSLEDTDQGKNCKSTLMTLNVGGYLYITQKQTLTKYPDTFLEGIVNGKILCPFDADGHYFIDRDGLLFRHVLNFLRNGELLLPEGFRENQLLAQEAEFFQLKGLAEEVKSRWEKEQLTPRETTFLEITDNHDRSQGLRIFCNAPDFISKIKSRIVLVSKSRLDGFPEEFSISSNIIQFKYFIKSENGTRLVLKEDNTFVCTLETLKFEAIMMALKCGFRLLTSLDCSKGSIVHSDALHFIK. Result: 0 (no interaction). (5) The miRNA is mmu-miR-7229-3p with sequence UACACAGACCAGUGACUUUCUGCA. The protein sequence of the target gene is MATQAHSLSYAGCNFLRQRLVLSTLSGRPVKIRKIRARDDNPGLRDFEASFIRLLDKITNGSRIEINQTGTTLYYQPGLLYGGSVEHDCSVLRGIGYYLESLLCLAPFMKHPLKIVLRGVTNDQVDPSVDVLKATALPLLKQFGIDGESFELKIVRRGMPPGGGGEVVFSCPVRKVLKPIQLTDPGKIKRIRGMAYSVRVSPQMANRIVDSARSILNKFIPDIYIYTDHMKGVNSGKSPGFGLSLVAETTSGTFLSAELASNPQGQGAAVLPEDLGRNCARLLLEEIYRGGCVDSTNQSL.... Result: 0 (no interaction). (6) The miRNA is hsa-miR-148b-5p with sequence AAGUUCUGUUAUACACUCAGGC. The protein sequence of the target gene is MQPAERSRVPRIDPYGFERPEDFDDAAYEKFFSSYLVTLTRRAIKWSRLLQGGGVPRSRTVKRYVRKGVPLEHRARVWMVLSGAQAQMDQNPGYYHQLLQGERNPRLEDAIRTDLNRTFPDNVKFRKTTDPCLQRTLYNVLLAYGHHNQGVGYCQGMNFIAGYLILITNNEEESFWLLDALVGRILPDYYSPAMLGLKTDQEVLGELVRAKLPAVGALMERLGVLWTLLVSRWFICLFVDILPVETVLRIWDCLFNEGSKIIFRVALTLIKQHQELILEATSVPDICDKFKQITKGSFVM.... Result: 0 (no interaction). (7) The miRNA is mmu-miR-3089-5p with sequence UGAGUUCAGGGACAGCGUGUCU. The protein sequence of the target gene is MASPGLPGSGEGQEGEETTGVSARHGVEVLQQAQELFLLCDKDAKGFITRQDLQGLQSDLPLTPEQLEAVFESLDQAHTGFLTAREFCLGLGKFVGVESAPGGSPLRTSEETFESGTGGSLEEEEEDVETFYTSLEKLGVARVLGEQWAVRTLWVGLQRERPELLGSLEEVLMRASACLEAAAREREGLEQALRRRESEHEREVRGLYEELEQQLGEQRHRRQSQNLPREEQRGHLELELQTREQELERAGLRQRELEQQLQARAAEQLEAQAQHIQLQRAYEAIRAQLDQAQEQLSRLE.... Result: 1 (interaction). (8) The miRNA is hsa-miR-8081 with sequence CUUGAGUCGUGCCUUUCUGAAUG. The protein sequence of the target gene is MPSKGPLQSVQVFGRKKTATAVAHCKRGNGLIKVNGRPLEMIEPRTLQYKLLEPVLLLGKERFAGVDIRVRVKGGGHVAQIYAIRQSISKALVAYYQKYVDEASKKEIKDILIQYDRTLLVADPRRCESKKFGGPGARARYQKSYR. Result: 1 (interaction). (9) The miRNA is hsa-miR-361-5p with sequence UUAUCAGAAUCUCCAGGGGUAC. The protein sequence of the target gene is MEGFTREAPCFPILGDNWDCENQERNLRQSPLIDEKTEAQEANCGHVNLGEHLSTNPALLPSQRVPGTNGFHVFNSDIKTFDCDQTLHSCPPSYAVKGTADGDACEKATQPSMEATQLVRNQMREKSYKYTESVKSLNHFTTALCDKKIKKRSKRFYKGKDFGDILALSSSLNEKRSHSAEKPYKCAECGKCFKRNSSLVLHHRTHTGEKPYTCNDCGKSFSKNYNLIVHRRIHTGEKPYKCSKCGKAFSDGSALTQHQRIHTGEKPYACLDCGKTFNRNSSLILHQRTHTGEKPYRCNE.... Result: 0 (no interaction). (10) The miRNA is hsa-miR-204-5p with sequence UUCCCUUUGUCAUCCUAUGCCU. The protein sequence of the target gene is MFSFNMFDHPIPRVFQNRFSTQYRCFSVSMLAGPNDRSDVEKGGKIIMPPSALDQLSRLNITYPMLFKLTNKNSDRMTHCGVLEFVADEGICYLPHWMMQNLLLEEGGLVQVESVNLQVATYSKFQPQSPDFLDITNPKAVLENALRNFACLTTGDVIAINYNEKIYELRVMETKPDKAVSIIECDMNVDFDAPLGYKEPERQVQHEESTEGEADHSGYAGELGFRAFSGSGNRLDGKKKGVEPSPSPIKPGDIKRGIPNYEFKLGKITFIRNSRPLVKKVEEDEAGGRFVAFSGEGQSL.... Result: 1 (interaction).